This data is from Forward reaction prediction with 1.9M reactions from USPTO patents (1976-2016). The task is: Predict the product of the given reaction. (1) Given the reactants [N+:1]([C:4]1[CH:8]=[CH:7][NH:6][N:5]=1)([O-:3])=[O:2].Cl[CH2:10][CH:11]=[C:12]([CH3:14])[CH3:13].C(=O)([O-])[O-].[Cs+].[Cs+], predict the reaction product. The product is: [CH3:13][C:12]([CH3:14])=[CH:11][CH2:10][N:6]1[CH:7]=[CH:8][C:4]([N+:1]([O-:3])=[O:2])=[N:5]1. (2) Given the reactants [N:1]1([C:7](Cl)=[O:8])[CH2:6][CH2:5][O:4][CH2:3][CH2:2]1.N1C=CC=CC=1.Cl.[CH2:17]([O:24][N:25]1[C:31](=[O:32])[N:30]2[CH2:33][C@H:26]1[CH2:27][CH2:28][C@H:29]2[C:34]([NH:36][NH2:37])=[O:35])[C:18]1[CH:23]=[CH:22][CH:21]=[CH:20][CH:19]=1, predict the reaction product. The product is: [CH2:17]([O:24][N:25]1[C:31](=[O:32])[N:30]2[CH2:33][C@H:26]1[CH2:27][CH2:28][C@H:29]2[C:34]([NH:36][NH:37][C:7]([N:1]1[CH2:6][CH2:5][O:4][CH2:3][CH2:2]1)=[O:8])=[O:35])[C:18]1[CH:23]=[CH:22][CH:21]=[CH:20][CH:19]=1. (3) Given the reactants [CH3:1][N:2]([C:14]1[CH:19]=[CH:18][N:17]=[C:16]([NH:20][C:21]2[CH:26]=[CH:25][C:24]([CH2:27][S:28]([CH3:31])(=[O:30])=[O:29])=[CH:23][CH:22]=2)[N:15]=1)[C:3]1[CH:13]=[CH:12][C:6]2[N:7]([CH3:11])[C:8]([NH2:10])=[N:9][C:5]=2[CH:4]=1.[C:32]([N:39]1[CH:43]=[CH:42]N=C1)(N1C=CN=C1)=[O:33].N[C:45]1[CH:50]=CC=[CH:47][CH:46]=1, predict the reaction product. The product is: [CH3:11][N:7]1[C:6]2[CH:12]=[CH:13][C:3]([N:2]([CH3:1])[C:14]3[CH:19]=[CH:18][N:17]=[C:16]([NH:20][C:21]4[CH:26]=[CH:25][C:24]([CH2:27][S:28]([CH3:31])(=[O:30])=[O:29])=[CH:23][CH:22]=4)[N:15]=3)=[CH:4][C:5]=2[N:9]=[C:8]1[NH:10][C:32]([NH:39][C:43]1[CH:42]=[CH:47][CH:46]=[CH:45][CH:50]=1)=[O:33]. (4) Given the reactants [Cl:1][C:2]1[CH:3]=[CH:4][C:5]2[N:11]3[CH:12]=[CH:13][CH:14]=[C:10]3[C@@H:9]([CH2:15][CH2:16][C:17]([N:19]3[CH2:24][CH2:23][N:22]([CH2:25][C:26]([OH:28])=[O:27])[C:21](=[O:29])[CH2:20]3)=[O:18])[O:8][C@H:7]([C:30]3[CH:35]=[CH:34][CH:33]=[C:32]([O:36][CH3:37])[C:31]=3[O:38][CH3:39])[C:6]=2[CH:40]=1.C(N(CC)CC)C.[C:48]([O:54][CH2:55]Cl)(=[O:53])[C:49](C)(C)[CH3:50].CN(C)C=[O:60], predict the reaction product. The product is: [Cl:1][C:2]1[CH:3]=[CH:4][C:5]2[N:11]3[CH:12]=[CH:13][CH:14]=[C:10]3[C@@H:9]([CH2:15][CH2:16][C:17]([N:19]3[CH2:24][CH2:23][N:22]([CH2:25][C:26]([O:28][CH2:55][O:54][C:48](=[O:53])[C:49]([CH3:50])=[O:60])=[O:27])[C:21](=[O:29])[CH2:20]3)=[O:18])[O:8][C@H:7]([C:30]3[CH:35]=[CH:34][CH:33]=[C:32]([O:36][CH3:37])[C:31]=3[O:38][CH3:39])[C:6]=2[CH:40]=1. (5) Given the reactants [NH:1]1[CH2:4][CH:3]([S:5]([C:8]2[CH:26]=[CH:25][C:11]3[N:12]([CH2:20][CH2:21][N:22]([CH3:24])[CH3:23])[C:13]([CH2:15][C:16]([CH3:19])([CH3:18])[CH3:17])=[N:14][C:10]=3[CH:9]=2)(=[O:7])=[O:6])[CH2:2]1.C(N(CC)CC)C.Cl[CH2:35][CH2:36][OH:37], predict the reaction product. The product is: [CH3:23][N:22]([CH3:24])[CH2:21][CH2:20][N:12]1[C:11]2[CH:25]=[CH:26][C:8]([S:5]([CH:3]3[CH2:4][N:1]([CH2:35][CH2:36][OH:37])[CH2:2]3)(=[O:6])=[O:7])=[CH:9][C:10]=2[N:14]=[C:13]1[CH2:15][C:16]([CH3:19])([CH3:18])[CH3:17].